From a dataset of Catalyst prediction with 721,799 reactions and 888 catalyst types from USPTO. Predict which catalyst facilitates the given reaction. (1) Reactant: [Cl:1][C:2]1[CH:3]=[C:4]([CH2:9][C:10]([OH:12])=O)[CH:5]=[CH:6][C:7]=1[Cl:8].[CH2:13]([O:20][C:21]1[CH:26]=[CH:25][C:24]([CH:27]=[CH:28][NH2:29])=[CH:23][C:22]=1[O:30][CH3:31])[C:14]1[CH:19]=[CH:18][CH:17]=[CH:16][CH:15]=1. Product: [CH2:13]([O:20][C:21]1[CH:26]=[CH:25][C:24]([CH:27]=[CH:28][NH:29][C:10](=[O:12])[CH2:9][C:4]2[CH:5]=[CH:6][C:7]([Cl:8])=[C:2]([Cl:1])[CH:3]=2)=[CH:23][C:22]=1[O:30][CH3:31])[C:14]1[CH:15]=[CH:16][CH:17]=[CH:18][CH:19]=1. The catalyst class is: 11. (2) Reactant: C(=O)([O-])O.[Na+].Cl.[NH2:7][OH:8].[CH3:9][C:10]1[CH:15]=[CH:14][CH:13]=[CH:12][C:11]=1[C:16]1[CH:21]=[CH:20][N:19]=[C:18]([C:22]#[N:23])[CH:17]=1. Product: [CH3:9][C:10]1[CH:15]=[CH:14][CH:13]=[CH:12][C:11]=1[C:16]1[CH:21]=[CH:20][N:19]=[C:18]([C:22](=[N:7][OH:8])[NH2:23])[CH:17]=1. The catalyst class is: 8. (3) Reactant: C1C=C[NH+]=CC=1.[O-][Cr](Cl)(=O)=O.[C:12]1(=[O:28])[N:16]([CH2:17][CH2:18][CH2:19][CH2:20][CH2:21][OH:22])[C:15](=[O:23])[C:14]2=[CH:24][CH:25]=[CH:26][CH:27]=[C:13]12.C(OCC)C. Product: [C:15]1(=[O:23])[N:16]([CH2:17][CH2:18][CH2:19][CH2:20][CH:21]=[O:22])[C:12](=[O:28])[C:13]2=[CH:27][CH:26]=[CH:25][CH:24]=[C:14]12. The catalyst class is: 2. (4) Reactant: [C:1](/[C:3](=[C:9](\OCC)/[CH3:10])/[C:4]([O:6][CH2:7][CH3:8])=O)#[N:2].[OH2:14].[NH2:15][NH2:16]. Product: [NH2:2][C:1]1[NH:16][N:15]=[C:9]([CH3:10])[C:3]=1[C:4]([O:6][CH2:7][CH3:8])=[O:14]. The catalyst class is: 15. (5) Reactant: [N:1]1([C:7]([O:9][C:10]([CH3:13])([CH3:12])[CH3:11])=[O:8])[CH2:6][CH2:5][NH:4][CH2:3][CH2:2]1.[Li+].C[Si]([N-][Si](C)(C)C)(C)C.Cl[C:25]1[O:29][N:28]=[C:27]([C:30]2[CH:39]=[CH:38][C:37]3[C:32](=[CH:33][CH:34]=[CH:35][CH:36]=3)[N:31]=2)[CH:26]=1. Product: [N:31]1[C:32]2[C:37](=[CH:36][CH:35]=[CH:34][CH:33]=2)[CH:38]=[CH:39][C:30]=1[C:27]1[CH:26]=[C:25]([N:4]2[CH2:5][CH2:6][N:1]([C:7]([O:9][C:10]([CH3:13])([CH3:12])[CH3:11])=[O:8])[CH2:2][CH2:3]2)[O:29][N:28]=1. The catalyst class is: 1.